Task: Regression. Given a peptide amino acid sequence and an MHC pseudo amino acid sequence, predict their binding affinity value. This is MHC class II binding data.. Dataset: Peptide-MHC class II binding affinity with 134,281 pairs from IEDB (1) The peptide sequence is ESTGGAYDTYKSIPS. The MHC is DRB1_0301 with pseudo-sequence DRB1_0301. The binding affinity (normalized) is 0.345. (2) The peptide sequence is ALTALIRDPPADSTG. The MHC is DRB1_1501 with pseudo-sequence DRB1_1501. The binding affinity (normalized) is 0.336. (3) The peptide sequence is EHGSDEWVAMTKGEG. The MHC is HLA-DQA10104-DQB10503 with pseudo-sequence HLA-DQA10104-DQB10503. The binding affinity (normalized) is 0. (4) The peptide sequence is EGRRAKLRSAGEVEI. The MHC is DRB5_0101 with pseudo-sequence DRB5_0101. The binding affinity (normalized) is 0.135. (5) The peptide sequence is ISDFRAAIANYHYDA. The MHC is DRB1_1101 with pseudo-sequence DRB1_1101. The binding affinity (normalized) is 0.635. (6) The peptide sequence is GTITGGVCYY. The MHC is DRB1_0101 with pseudo-sequence DRB1_0101. The binding affinity (normalized) is 0.